Dataset: Full USPTO retrosynthesis dataset with 1.9M reactions from patents (1976-2016). Task: Predict the reactants needed to synthesize the given product. (1) Given the product [CH:1]1([N:4]2[CH2:9][C:8]3([CH2:14][CH2:13][N:12]([CH:15]([C:20]4[CH:25]=[CH:24][C:23]([C:26]5[CH:35]=[C:34]6[C:29]([CH:30]=[CH:31][CH:32]=[N:33]6)=[CH:28][CH:27]=5)=[CH:22][C:21]=4[F:36])[C:16]([NH:40][OH:38])=[O:18])[CH2:11][CH2:10]3)[O:7][CH2:6][C:5]2=[O:37])[CH2:2][CH2:3]1, predict the reactants needed to synthesize it. The reactants are: [CH:1]1([N:4]2[CH2:9][C:8]3([CH2:14][CH2:13][N:12]([CH:15]([C:20]4[CH:25]=[CH:24][C:23]([C:26]5[CH:35]=[C:34]6[C:29]([CH:30]=[CH:31][CH:32]=[N:33]6)=[CH:28][CH:27]=5)=[CH:22][C:21]=4[F:36])[C:16]([O:18]C)=O)[CH2:11][CH2:10]3)[O:7][CH2:6][C:5]2=[O:37])[CH2:3][CH2:2]1.[OH-:38].[K+].[NH2:40]O. (2) The reactants are: [ClH:1].Cl.[NH2:3][C@@H:4]([CH2:13][CH3:14])[C@H:5]([OH:12])[C:6]([NH:8][CH:9]1[CH2:11][CH2:10]1)=[O:7].N[C@@H:16](C(C)C)CO. Given the product [ClH:1].[ClH:1].[NH2:3][C@@H:4]([CH:13]([CH3:16])[CH3:14])[C@H:5]([OH:12])[C:6]([NH:8][CH:9]1[CH2:10][CH2:11]1)=[O:7], predict the reactants needed to synthesize it. (3) The reactants are: CC1(C)COB([C:8]2[CH:9]=[CH:10][C:11]3[O:15][C:14](=[O:16])[N:13]([CH3:17])[C:12]=3[CH:18]=2)OC1.[C:20]([O:24][C:25](=[O:38])[NH:26][C@H:27]([C:36]#[N:37])[CH2:28][C:29]1[CH:34]=[CH:33][C:32](I)=[CH:31][CH:30]=1)([CH3:23])([CH3:22])[CH3:21].C(=O)([O-])[O-].[K+].[K+].C(Cl)Cl. Given the product [C:20]([O:24][C:25](=[O:38])[NH:26][C@H:27]([C:36]#[N:37])[CH2:28][C:29]1[CH:30]=[CH:31][C:32]([C:8]2[CH:9]=[CH:10][C:11]3[O:15][C:14](=[O:16])[N:13]([CH3:17])[C:12]=3[CH:18]=2)=[CH:33][CH:34]=1)([CH3:23])([CH3:21])[CH3:22], predict the reactants needed to synthesize it. (4) Given the product [CH3:13][C:12]1[C:7]([NH:6][CH:1]2[CH2:2][CH2:3][CH:4]([OH:30])[CH2:5]2)=[N:8][C:9]([NH:15][CH2:16][C:17]2[CH:22]=[CH:21][CH:20]=[CH:19][N:18]=2)=[N:10][C:11]=1[CH3:14], predict the reactants needed to synthesize it. The reactants are: [CH:1]1([NH:6][C:7]2[C:12]([CH3:13])=[C:11]([CH3:14])[N:10]=[C:9]([NH:15][CH2:16][C:17]3[CH:22]=[CH:21][CH:20]=[CH:19][N:18]=3)[N:8]=2)[CH2:5][CH2:4][CH2:3][CH2:2]1.Cl.NC1CCC([OH:30])C1. (5) Given the product [OH:9][C@H:8]1[CH2:7][CH2:6][CH2:5][CH2:4][C@@H:3]([N:10]2[C:11](=[O:20])[C:12]3[C:17](=[CH:16][CH:15]=[CH:14][CH:13]=3)[C:18]2=[O:19])[CH2:2]1, predict the reactants needed to synthesize it. The reactants are: Br[C@@H:2]1[C@@H:8]([OH:9])[CH2:7][CH2:6][CH2:5][CH2:4][C@H:3]1[N:10]1[C:18](=[O:19])[C:17]2[C:12](=[CH:13][CH:14]=[CH:15][CH:16]=2)[C:11]1=[O:20].C([SnH](CCCC)CCCC)CCC.N(C(C)(C)C#N)=NC(C)(C)C#N.